Dataset: Full USPTO retrosynthesis dataset with 1.9M reactions from patents (1976-2016). Task: Predict the reactants needed to synthesize the given product. (1) Given the product [CH3:22][C:21]1[C:16]([N:13]2[CH2:14][CH2:15][N:10]([C:8]([C:5]3[CH:6]=[CH:7][C:2]([N:27]4[CH2:28][CH2:29][O:25][C:26]4=[O:30])=[CH:3][C:4]=3[F:24])=[O:9])[CH2:11][CH2:12]2)=[N:17][CH:18]=[C:19]([CH3:23])[CH:20]=1, predict the reactants needed to synthesize it. The reactants are: Br[C:2]1[CH:7]=[CH:6][C:5]([C:8]([N:10]2[CH2:15][CH2:14][N:13]([C:16]3[C:21]([CH3:22])=[CH:20][C:19]([CH3:23])=[CH:18][N:17]=3)[CH2:12][CH2:11]2)=[O:9])=[C:4]([F:24])[CH:3]=1.[O:25]1[CH2:29][CH2:28][NH:27][C:26]1=[O:30]. (2) Given the product [F:1][C:2]1[CH:7]=[CH:6][C:5]([C@H:8]2[CH2:13][C@@H:12]([OH:14])[CH2:11][CH2:10][NH:9]2)=[C:4]([CH3:15])[CH:3]=1, predict the reactants needed to synthesize it. The reactants are: [F:1][C:2]1[CH:7]=[CH:6][C:5]([CH:8]2[CH2:13][CH:12]([OH:14])[CH2:11][CH2:10][NH:9]2)=[C:4]([CH3:15])[CH:3]=1.S(N[C@@H](C(O)=O)CC1C=CC=CC=1)(C1C=CC(C)=CC=1)(=O)=O. (3) Given the product [Cl:1][C:2]1[N:3]=[C:4]([CH2:9][OH:10])[CH:5]=[CH:6][C:7]=1[O:8][CH2:12][CH:13]1[CH2:15][CH2:14]1, predict the reactants needed to synthesize it. The reactants are: [Cl:1][C:2]1[C:7]([OH:8])=[CH:6][CH:5]=[C:4]([CH2:9][OH:10])[N:3]=1.Br[CH2:12][CH:13]1[CH2:15][CH2:14]1. (4) Given the product [O:1]1[CH:5]=[CH:4][CH:3]=[C:2]1[C:6]1[C:7]2[CH:24]=[CH:23][CH:22]=[N:21][C:8]=2[N:9]=[C:10]([NH:19][CH3:20])[CH:11]([C:13]2[S:14][CH:15]=[C:16]([C:28]#[C:27][CH2:26][CH2:25][OH:29])[CH:17]=2)[N:12]=1, predict the reactants needed to synthesize it. The reactants are: [O:1]1[CH:5]=[CH:4][CH:3]=[C:2]1[C:6]1[C:7]2[CH:24]=[CH:23][CH:22]=[N:21][C:8]=2[N:9]=[C:10]([NH:19][CH3:20])[CH:11]([C:13]2[S:14][CH:15]=[C:16](I)[CH:17]=2)[N:12]=1.[CH2:25]([OH:29])[CH2:26][C:27]#[CH:28]. (5) Given the product [C:1]([C:3]1[CH:4]=[CH:5][C:6]([C:9]2[C:10]([C:15]#[N:16])=[C:11]([CH:28]=[O:29])[NH:12][C:13]=2[CH3:14])=[CH:7][CH:8]=1)#[N:2], predict the reactants needed to synthesize it. The reactants are: [C:1]([C:3]1[CH:8]=[CH:7][C:6]([C:9]2[C:10]([C:15]#[N:16])=[CH:11][NH:12][C:13]=2[CH3:14])=[CH:5][CH:4]=1)#[N:2].[Cl-].ClC=[N+](C)C.[Cl-].[Na+].CN([CH:28]=[O:29])C. (6) Given the product [Cl:1][C:2]1[CH:7]=[CH:6][C:5]([O:8][CH3:9])=[CH:4][C:3]=1[C:10]([OH:12])=[O:17], predict the reactants needed to synthesize it. The reactants are: [Cl:1][C:2]1[CH:7]=[CH:6][C:5]([O:8][CH3:9])=[CH:4][C:3]=1[CH3:10].[Mn]([O-])(=O)(=O)=[O:12].[K+].[OH2:17]. (7) Given the product [Br:1][C:2]1[CH:3]=[CH:4][CH:5]=[C:6]2[C:15]=1[C:9]1([CH2:10][CH2:11][N:12]([C:33](=[O:34])[NH:32][C:22]34[CH2:23][CH:24]5[CH2:30][CH:28]([CH2:27][CH:26]([CH2:25]5)[CH2:31]3)[CH2:29]4)[CH2:13][CH2:14]1)[CH2:8][CH:7]2[CH2:16][C:17]([O:19][CH2:20][CH3:21])=[O:18], predict the reactants needed to synthesize it. The reactants are: [Br:1][C:2]1[CH:3]=[CH:4][CH:5]=[C:6]2[C:15]=1[C:9]1([CH2:14][CH2:13][NH:12][CH2:11][CH2:10]1)[CH2:8][CH:7]2[CH2:16][C:17]([O:19][CH2:20][CH3:21])=[O:18].[C:22]12([N:32]=[C:33]=[O:34])[CH2:31][CH:26]3[CH2:27][CH:28]([CH2:30][CH:24]([CH2:25]3)[CH2:23]1)[CH2:29]2.